This data is from Full USPTO retrosynthesis dataset with 1.9M reactions from patents (1976-2016). The task is: Predict the reactants needed to synthesize the given product. Given the product [CH3:23][N:18]([C:13]1[C:12]([CH2:11][NH:10][C:6]2[C:5]3[N:4]([N:3]=[C:2]([NH:35][C:34]4[CH:36]=[CH:37][CH:38]=[C:32]([N:29]5[CH2:28][CH2:27][N:26]([CH3:25])[CH2:31][CH2:30]5)[CH:33]=4)[N:24]=3)[CH:9]=[CH:8][CH:7]=2)=[CH:17][CH:16]=[CH:15][N:14]=1)[S:19]([CH3:22])(=[O:21])=[O:20], predict the reactants needed to synthesize it. The reactants are: Cl[C:2]1[N:24]=[C:5]2[C:6]([NH:10][CH2:11][C:12]3[C:13]([N:18]([CH3:23])[S:19]([CH3:22])(=[O:21])=[O:20])=[N:14][CH:15]=[CH:16][CH:17]=3)=[CH:7][CH:8]=[CH:9][N:4]2[N:3]=1.[CH3:25][N:26]1[CH2:31][CH2:30][N:29]([C:32]2[CH:33]=[C:34]([CH:36]=[CH:37][CH:38]=2)[NH2:35])[CH2:28][CH2:27]1.C1(P(C2CCCCC2)C2C=CC=CC=2C2C=CC=CC=2P(C2CCCCC2)C2CCCCC2)CCCCC1.